This data is from Reaction yield outcomes from USPTO patents with 853,638 reactions. The task is: Predict the reaction yield, written as a fraction of the theoretical maximum amount of product (1.0 means a 100% yield; for example, 0.34 means a 34% yield). The reactants are [C:1]1([CH2:7][C:8](Cl)=[O:9])[CH:6]=[CH:5][CH:4]=[CH:3][CH:2]=1.[S-:11][C:12]#[N:13].[K+].[NH2:15][C:16]1[CH:36]=[CH:35][C:19]([O:20][C:21]2[CH:26]=[CH:25][N:24]=[C:23]([NH:27][C:28]([N:30]3[CH2:34][CH2:33][CH2:32][CH2:31]3)=[O:29])[CH:22]=2)=[C:18]([CH3:37])[CH:17]=1. The catalyst is C(#N)C.C(OCC)C. The product is [CH3:37][C:18]1[CH:17]=[C:16]([NH:15][C:12]([NH:13][C:8](=[O:9])[CH2:7][C:1]2[CH:6]=[CH:5][CH:4]=[CH:3][CH:2]=2)=[S:11])[CH:36]=[CH:35][C:19]=1[O:20][C:21]1[CH:26]=[CH:25][N:24]=[C:23]([NH:27][C:28]([N:30]2[CH2:34][CH2:33][CH2:32][CH2:31]2)=[O:29])[CH:22]=1. The yield is 0.410.